Predict the product of the given reaction. From a dataset of Forward reaction prediction with 1.9M reactions from USPTO patents (1976-2016). (1) Given the reactants FC(F)(F)C(O)=O.[Cl:8][C:9]1[CH:10]=[CH:11][C:12]([F:38])=[C:13]([CH:15]2[C:19]([C:22]3[CH:27]=[CH:26][C:25]([Cl:28])=[CH:24][C:23]=3[F:29])([C:20]#[N:21])[CH:18]([CH2:30][C:31]([CH3:34])([CH3:33])[CH3:32])[NH:17][CH:16]2[C:35](O)=[O:36])[CH:14]=1.CC1(C)[O:44][C@@H:43]([CH2:45][CH2:46][NH2:47])[CH2:42][O:41]1.CN(C(ON1N=NC2C=CC=NC1=2)=[N+](C)C)C.F[P-](F)(F)(F)(F)F.CCN(C(C)C)C(C)C.Cl, predict the reaction product. The product is: [OH:44][C@H:43]([CH2:42][OH:41])[CH2:45][CH2:46][NH:47][C:35]([CH:16]1[CH:15]([C:13]2[CH:14]=[C:9]([Cl:8])[CH:10]=[CH:11][C:12]=2[F:38])[C:19]([C:22]2[CH:27]=[CH:26][C:25]([Cl:28])=[CH:24][C:23]=2[F:29])([C:20]#[N:21])[CH:18]([CH2:30][C:31]([CH3:34])([CH3:33])[CH3:32])[NH:17]1)=[O:36]. (2) Given the reactants [Br:1][C:2]1[CH:3]=[C:4]2[C:9](=[CH:10][CH:11]=1)[N:8]=[C:7]([NH:12][CH2:13][C:14]1[CH:19]=[CH:18][C:17]([O:20][CH3:21])=[CH:16][CH:15]=1)[C:6](I)=[CH:5]2.C(C1CCCCC1=O)(=O)C(C)C.[CH3:35][C@H:36]1[NH:41][C:40](=[O:42])[CH2:39][O:38][CH2:37]1.C(=O)([O-])[O-].[Cs+].[Cs+], predict the reaction product. The product is: [Br:1][C:2]1[CH:3]=[C:4]2[C:9](=[CH:10][CH:11]=1)[N:8]=[C:7]([NH:12][CH2:13][C:14]1[CH:19]=[CH:18][C:17]([O:20][CH3:21])=[CH:16][CH:15]=1)[C:6]([N:41]1[C@H:36]([CH3:35])[CH2:37][O:38][CH2:39][C:40]1=[O:42])=[CH:5]2. (3) Given the reactants Br[C:2]1[CH:7]=[CH:6][CH:5]=[C:4]([F:8])[N:3]=1.[B:9]1([B:9]2[O:13][C:12]([CH3:15])([CH3:14])[C:11]([CH3:17])([CH3:16])[O:10]2)[O:13][C:12]([CH3:15])([CH3:14])[C:11]([CH3:17])([CH3:16])[O:10]1.C([O-])(=O)C.[K+].O1CCOCC1, predict the reaction product. The product is: [F:8][C:4]1[CH:5]=[CH:6][CH:7]=[C:2]([B:9]2[O:13][C:12]([CH3:15])([CH3:14])[C:11]([CH3:17])([CH3:16])[O:10]2)[N:3]=1. (4) Given the reactants B(Cl)(Cl)Cl.C([O:12][C:13]1[CH:18]=[C:17]([O:19]CC2C=CC=CC=2)[C:16]([CH:27]=[CH:28][C:29]2[CH:34]=[CH:33][CH:32]=[CH:31][CH:30]=2)=[CH:15][C:14]=1[C:35]1[O:39][N:38]=[C:37]([CH3:40])[C:36]=1[C:41]1[CH:46]=[CH:45][C:44]([O:47][CH3:48])=[CH:43][CH:42]=1)C1C=CC=CC=1, predict the reaction product. The product is: [CH3:48][O:47][C:44]1[CH:43]=[CH:42][C:41]([C:36]2[C:37]([CH3:40])=[N:38][O:39][C:35]=2[C:14]2[CH:15]=[C:16]([CH:27]=[CH:28][C:29]3[CH:30]=[CH:31][CH:32]=[CH:33][CH:34]=3)[C:17]([OH:19])=[CH:18][C:13]=2[OH:12])=[CH:46][CH:45]=1. (5) Given the reactants [CH3:1][C:2]([N:14]1[CH:18]=[C:17]([NH:19][C:20](=[O:26])[CH:21]([NH2:25])[CH2:22][CH2:23][CH3:24])[N:16]=[CH:15]1)([CH3:13])[CH2:3][CH2:4][NH:5][CH2:6][C:7]1[CH:12]=[CH:11][CH:10]=[CH:9][N:8]=1.[F:27][C:28]1[CH:29]=[C:30]2[C:35](=[C:36]([F:38])[CH:37]=1)[CH2:34][C:33](=O)[CH2:32][CH2:31]2, predict the reaction product. The product is: [CH3:1][C:2]([N:14]1[CH:18]=[C:17]([NH:19][C:20](=[O:26])[C@@H:21]([NH:25][CH:33]2[CH2:32][CH2:31][C:30]3[C:35](=[C:36]([F:38])[CH:37]=[C:28]([F:27])[CH:29]=3)[CH2:34]2)[CH2:22][CH2:23][CH3:24])[N:16]=[CH:15]1)([CH3:13])[CH2:3][CH2:4][NH:5][CH2:6][C:7]1[CH:12]=[CH:11][CH:10]=[CH:9][N:8]=1.